The task is: Predict the reaction yield, written as a fraction of the theoretical maximum amount of product (1.0 means a 100% yield; for example, 0.34 means a 34% yield).. This data is from Reaction yield outcomes from USPTO patents with 853,638 reactions. (1) The reactants are C(Cl)(=O)C(Cl)=O.CS(C)=O.[C:11]([Si:15]([CH3:51])([CH3:50])[O:16][CH:17]([CH:20]1[O:24][C:23]([CH3:26])([CH3:25])[O:22][CH:21]1[CH:27]([OH:49])[CH2:28][O:29][C:30]([C:43]1[CH:48]=[CH:47][CH:46]=[CH:45][CH:44]=1)([C:37]1[CH:42]=[CH:41][CH:40]=[CH:39][CH:38]=1)[C:31]1[CH:36]=[CH:35][CH:34]=[CH:33][CH:32]=1)[CH:18]=[CH2:19])([CH3:14])([CH3:13])[CH3:12].CCN(CC)CC. The catalyst is C(Cl)Cl.O. The product is [C:11]([Si:15]([CH3:51])([CH3:50])[O:16][CH:17]([CH:20]1[O:24][C:23]([CH3:25])([CH3:26])[O:22][CH:21]1[C:27](=[O:49])[CH2:28][O:29][C:30]([C:31]1[CH:32]=[CH:33][CH:34]=[CH:35][CH:36]=1)([C:43]1[CH:44]=[CH:45][CH:46]=[CH:47][CH:48]=1)[C:37]1[CH:38]=[CH:39][CH:40]=[CH:41][CH:42]=1)[CH:18]=[CH2:19])([CH3:12])([CH3:13])[CH3:14]. The yield is 0.950. (2) The reactants are [O:1]1[C:5](=[O:6])[CH:4]=[CH:3][C:2]1=[O:7].[CH:8]1[CH2:14][CH:13]=[CH:12][CH:11]=[CH:10][CH:9]=1. The catalyst is C1(C)C(C)=CC=CC=1. The product is [CH:9]12[CH:8]=[CH:14][CH:13]([CH:12]3[CH:10]1[CH2:11]3)[CH:4]1[CH:3]2[C:2](=[O:7])[O:1][C:5]1=[O:6]. The yield is 0.0800. (3) The reactants are [Cl:1][C:2]1[CH:10]=[C:9]2[C:5]([C:6]([C:11](=[O:16])[C:12]([F:15])([F:14])[F:13])=[CH:7][NH:8]2)=[CH:4][CH:3]=1.CC([O-])(C)C.[K+].[C:23]([O:27][C:28]([N:30]1[CH2:34][CH2:33]OS1(=O)=O)=[O:29])([CH3:26])([CH3:25])[CH3:24].COC(C)(C)C. The catalyst is CN(C)C=O. The product is [C:23]([O:27][C:28](=[O:29])[NH:30][CH2:34][CH2:33][N:8]1[C:9]2[C:5](=[CH:4][CH:3]=[C:2]([Cl:1])[CH:10]=2)[C:6]([C:11](=[O:16])[C:12]([F:13])([F:14])[F:15])=[CH:7]1)([CH3:26])([CH3:25])[CH3:24]. The yield is 0.610. (4) The reactants are C[O:2][C:3](=O)[CH2:4][N:5]1[CH2:10][CH2:9][N:8]([C:11]2[CH:16]=[CH:15][C:14]([O:17][CH3:18])=[C:13]([O:19][CH:20]3[CH2:24][CH2:23][CH2:22][CH2:21]3)[CH:12]=2)[CH2:7][C@@H:6]1[CH2:25][C:26]1[CH:31]=[CH:30][CH:29]=[CH:28][CH:27]=1.[H-].[Al+3].[Li+].[H-].[H-].[H-]. The catalyst is C1COCC1. The product is [CH2:25]([C@H:6]1[CH2:7][N:8]([C:11]2[CH:16]=[CH:15][C:14]([O:17][CH3:18])=[C:13]([O:19][CH:20]3[CH2:21][CH2:22][CH2:23][CH2:24]3)[CH:12]=2)[CH2:9][CH2:10][N:5]1[CH2:4][CH2:3][OH:2])[C:26]1[CH:27]=[CH:28][CH:29]=[CH:30][CH:31]=1. The yield is 0.730. (5) The catalyst is C(OCC)(=O)C. The yield is 0.570. The reactants are [SH:1][CH2:2][CH2:3][O:4][S:5](=[O:8])(=[O:7])[OH:6].[OH:9][C:10]1C2N=NNC=2C=CC=1.[CH2:31]1[CH2:32][CH2:33][CH:28]([N:27]=C=[N:27][CH:28]2[CH2:33][CH2:32][CH2:31][CH2:30][CH2:29]2)[CH2:29][CH2:30]1.CN(C)C=[O:37]. The product is [NH2:27][C:28]1[CH:29]=[CH:30][C:31]([O:7][S:5]([O:4][CH2:3][CH2:2][SH:1])(=[O:6])=[O:8])=[C:32]([CH:33]=1)[C:10]([OH:9])=[O:37].